Dataset: Full USPTO retrosynthesis dataset with 1.9M reactions from patents (1976-2016). Task: Predict the reactants needed to synthesize the given product. (1) Given the product [OH:2][C:3]1[CH:21]=[C:20]([OH:22])[CH:19]=[CH:18][C:4]=1[C:5]([NH:7][C:8]1[CH:17]=[CH:16][C:11]([C:12]([OH:14])=[O:13])=[CH:10][CH:9]=1)=[O:6], predict the reactants needed to synthesize it. The reactants are: C[O:2][C:3]1[CH:21]=[C:20]([O:22]C)[CH:19]=[CH:18][C:4]=1[C:5]([NH:7][C:8]1[CH:17]=[CH:16][C:11]([C:12]([O:14]C)=[O:13])=[CH:10][CH:9]=1)=[O:6].B(Br)(Br)Br.[Li+].[OH-].Cl. (2) Given the product [Cl:21][C:18]1[CH:19]=[CH:20][C:15]([C@@:12]2([C:13]#[N:14])[C@H:11]([CH2:23][C:24]([CH3:25])([CH3:27])[CH3:26])[NH:10][C@@H:9]([C:28]([NH:30][C:31]3[CH:36]=[CH:35][C:41]([C:44]([OH:46])=[O:45])=[N:40][CH:42]=3)=[O:50])[C@@H:8]2[C:4]2[CH:5]=[CH:6][CH:7]=[C:2]([Cl:1])[C:3]=2[F:38])=[C:16]([F:22])[CH:17]=1, predict the reactants needed to synthesize it. The reactants are: [Cl:1][C:2]1[C:3]([F:38])=[C:4]([C@@H:8]2[C@:12]([C:15]3[CH:20]=[CH:19][C:18]([Cl:21])=[CH:17][C:16]=3[F:22])([C:13]#[N:14])[C@H:11]([CH2:23][C:24]([CH3:27])([CH3:26])[CH3:25])[NH:10][C@H:9]2[C:28]([NH:30][C:31]2[CH:36]=[CH:35]C(I)=CN=2)=O)[CH:5]=[CH:6][CH:7]=1.C[N:40]([CH:42]=O)[CH3:41].[C:44](=O)([O-:46])[O-:45].[K+].[K+].[OH2:50]. (3) Given the product [Cl:12][CH2:11][CH2:10][N:6]1[CH2:7][CH2:8][CH:3]([F:2])[CH2:4][CH2:5]1, predict the reactants needed to synthesize it. The reactants are: Cl.[F:2][CH:3]1[CH2:8][CH2:7][NH:6][CH2:5][CH2:4]1.Br[CH2:10][CH2:11][Cl:12].